Dataset: Reaction yield outcomes from USPTO patents with 853,638 reactions. Task: Predict the reaction yield, written as a fraction of the theoretical maximum amount of product (1.0 means a 100% yield; for example, 0.34 means a 34% yield). (1) The reactants are C([O:4][C@@H:5]1[C@@H:11]([O:12]C(=O)C)[C@:10]2([C:17]3[CH:22]=[CH:21][C:20]([Cl:23])=[C:19]([C:24](=[O:34])[C:25]4[CH:30]=[CH:29][C:28]([O:31][CH2:32][CH3:33])=[CH:27][CH:26]=4)[CH:18]=3)[O:16][C@@:7]([CH2:35][O:36]C(=O)C)([CH2:8][O:9]2)[C@H:6]1[O:40]C(=O)C)(=O)C.C[O-].[Na+]. The catalyst is CO.O1CCCC1. The product is [Cl:23][C:20]1[CH:21]=[CH:22][C:17]([C@@:10]23[O:16][C@@:7]([CH2:35][OH:36])([CH2:8][O:9]2)[C@@H:6]([OH:40])[C@H:5]([OH:4])[C@H:11]3[OH:12])=[CH:18][C:19]=1[C:24]([C:25]1[CH:26]=[CH:27][C:28]([O:31][CH2:32][CH3:33])=[CH:29][CH:30]=1)=[O:34]. The yield is 0.940. (2) The reactants are [CH2:1]([O:8][C:9]1[CH:18]=[C:17]2[C:12]([CH:13]=[C:14]([C:19]([OH:21])=O)[N:15]=[CH:16]2)=[CH:11][CH:10]=1)[C:2]1[CH:7]=[CH:6][CH:5]=[CH:4][CH:3]=1.CN(C(ON1N=NC2C=CC=CC1=2)=[N+](C)C)C.F[P-](F)(F)(F)(F)F.[CH3:46][O:47][C:48]([C:50]1[C:58]2[N:57]=[C:56]([NH2:59])[NH:55][C:54]=2[CH:53]=[CH:52][CH:51]=1)=[O:49]. The catalyst is CN(C=O)C.CCN(C(C)C)C(C)C. The product is [CH3:46][O:47][C:48]([C:50]1[C:58]2[N:57]=[C:56]([NH:59][C:19]([C:14]3[N:15]=[CH:16][C:17]4[C:12]([CH:13]=3)=[CH:11][CH:10]=[C:9]([O:8][CH2:1][C:2]3[CH:3]=[CH:4][CH:5]=[CH:6][CH:7]=3)[CH:18]=4)=[O:21])[NH:55][C:54]=2[CH:53]=[CH:52][CH:51]=1)=[O:49]. The yield is 0.880. (3) The reactants are [N:1]#[C:2]Br.[CH3:4][O:5][C:6]([C:8]1[CH:9]=[C:10]([C:16]2[CH:21]=[CH:20][CH:19]=[C:18]([Cl:22])[CH:17]=2)[C:11]([NH2:15])=[C:12]([OH:14])[CH:13]=1)=[O:7]. The catalyst is CO.O.CO. The product is [CH3:4][O:5][C:6]([C:8]1[CH:9]=[C:10]([C:16]2[CH:21]=[CH:20][CH:19]=[C:18]([Cl:22])[CH:17]=2)[C:11]2[N:15]=[C:2]([NH2:1])[O:14][C:12]=2[CH:13]=1)=[O:7]. The yield is 0.570. (4) The reactants are N[C:2]1[C:10]([Cl:11])=[CH:9][C:8]([O:12][C:13]([F:16])([F:15])[F:14])=[CH:7][C:3]=1[C:4]([OH:6])=[O:5].Cl.N([O-])=O.[Na+].[PH2](O)=O. The catalyst is O1CCOCC1.O. The product is [Cl:11][C:10]1[CH:2]=[C:3]([CH:7]=[C:8]([O:12][C:13]([F:14])([F:15])[F:16])[CH:9]=1)[C:4]([OH:6])=[O:5]. The yield is 0.460.